From a dataset of Merck oncology drug combination screen with 23,052 pairs across 39 cell lines. Regression. Given two drug SMILES strings and cell line genomic features, predict the synergy score measuring deviation from expected non-interaction effect. Drug 1: Cn1nnc2c(C(N)=O)ncn2c1=O. Drug 2: CCc1cnn2c(NCc3ccc[n+]([O-])c3)cc(N3CCCCC3CCO)nc12. Cell line: ZR751. Synergy scores: synergy=-44.1.